From a dataset of Catalyst prediction with 721,799 reactions and 888 catalyst types from USPTO. Predict which catalyst facilitates the given reaction. (1) Reactant: [C:1]([O:5][C:6]([N:8]1[CH2:13][CH2:12][CH:11]([NH:14][C:15]2[C:20]([C:21]#[N:22])=[CH:19][CH:18]=[CH:17][N:16]=2)[CH2:10][CH2:9]1)=[O:7])([CH3:4])([CH3:3])[CH3:2].[CH3:23]N(C)C=O.[H-].[Na+].IC. Product: [C:1]([O:5][C:6]([N:8]1[CH2:13][CH2:12][CH:11]([N:14]([C:15]2[C:20]([C:21]#[N:22])=[CH:19][CH:18]=[CH:17][N:16]=2)[CH3:23])[CH2:10][CH2:9]1)=[O:7])([CH3:4])([CH3:2])[CH3:3]. The catalyst class is: 13. (2) Reactant: B.[CH3:2][O:3][P:4]([CH2:8][P:9]([CH2:14][CH2:15][CH2:16][CH2:17][CH2:18][CH2:19][CH2:20][CH2:21][CH2:22][CH:23]=[CH2:24])([O:11][CH2:12][CH3:13])=[O:10])(=[O:7])[O:5][CH3:6].[OH-].[Na+].OO.S(=O)(O)[O-:30].[Na+]. Product: [CH3:6][O:5][P:4]([CH2:8][P:9]([CH2:14][CH2:15][CH2:16][CH2:17][CH2:18][CH2:19][CH2:20][CH2:21][CH2:22][CH2:23][CH2:24][OH:30])([O:11][CH2:12][CH3:13])=[O:10])(=[O:7])[O:3][CH3:2]. The catalyst class is: 362. (3) Reactant: [CH3:1]C(C)([O-])C.[K+].[F:7][C:8]1[C:13]([F:14])=[C:12]([O:15][CH2:16][CH2:17][CH3:18])[CH:11]=[CH:10][C:9]=1[C:19]1[CH:24]=[CH:23][C:22]([C:25]2[Se:29][C:28]([CH:30]=O)=[CH:27][CH:26]=2)=[CH:21][CH:20]=1.O.Cl. Product: [F:7][C:8]1[C:13]([F:14])=[C:12]([O:15][CH2:16][CH2:17][CH3:18])[CH:11]=[CH:10][C:9]=1[C:19]1[CH:20]=[CH:21][C:22]([C:25]2[Se:29][C:28]([CH:30]=[CH2:1])=[CH:27][CH:26]=2)=[CH:23][CH:24]=1. The catalyst class is: 307. (4) Reactant: [Cl:1][C:2]1[C:7]([O:8][CH3:9])=[C:6]([CH2:10][OH:11])[CH:5]=[C:4]([CH:12]2[CH2:14][CH2:13]2)[C:3]=1[C:15]1[CH:20]=[CH:19][C:18]([F:21])=[CH:17][C:16]=1[F:22]. Product: [Cl:1][C:2]1[C:7]([O:8][CH3:9])=[C:6]([CH:10]=[O:11])[CH:5]=[C:4]([CH:12]2[CH2:14][CH2:13]2)[C:3]=1[C:15]1[CH:20]=[CH:19][C:18]([F:21])=[CH:17][C:16]=1[F:22]. The catalyst class is: 661. (5) Product: [CH3:1][O:2][C:3]1[CH:4]=[C:5]2[C:10](=[CH:11][C:12]=1[O:13][CH3:14])[N:9]=[C:8]([C:15]1[CH:16]=[C:17]([O:25][CH3:26])[C:18]([O:23][CH3:24])=[C:19]([O:21][CH3:22])[CH:20]=1)[N:7]=[C:6]2[C:27]([OH:29])=[O:28]. Reactant: [CH3:1][O:2][C:3]1[CH:4]=[C:5]2[C:10](=[CH:11][C:12]=1[O:13][CH3:14])[N:9]=[C:8]([C:15]1[CH:20]=[C:19]([O:21][CH3:22])[C:18]([O:23][CH3:24])=[C:17]([O:25][CH3:26])[CH:16]=1)[N:7]=[C:6]2[C:27]([O:29]C)=[O:28].O1CCCC1.[OH-].[Na+]. The catalyst class is: 6. (6) Reactant: [Cl:1][C:2]1[CH:3]=[C:4]([C:9]2[CH:14]=[CH:13][C:12]([O:15][C:16]3[CH:21]=[CH:20][C:19]([Cl:22])=[CH:18][N:17]=3)=[CH:11][CH:10]=2)[C:5]([NH2:8])=[N:6][CH:7]=1.[H-].[Na+].Cl[CH2:26][CH2:27][S:28](Cl)(=[O:30])=[O:29].O. Product: [Cl:1][C:2]1[CH:3]=[C:4]([C:9]2[CH:10]=[CH:11][C:12]([O:15][C:16]3[CH:21]=[CH:20][C:19]([Cl:22])=[CH:18][N:17]=3)=[CH:13][CH:14]=2)[C:5]2[N:6]([CH:7]=1)[CH2:26][CH2:27][S:28](=[O:30])(=[O:29])[N:8]=2. The catalyst class is: 1. (7) Reactant: Cl.[CH3:2][O:3][C:4](=[O:23])/[CH:5]=[CH:6]/[C:7]1[CH:8]=[CH:9][C:10]2[O:20][C:14]3([CH2:19][CH2:18][NH:17][CH2:16][CH2:15]3)[NH:13][C:12](=[O:21])[C:11]=2[CH:22]=1.[OH-].[Na+].[C:26]1([CH2:32][CH:33]=O)[CH:31]=[CH:30][CH:29]=[CH:28][CH:27]=1.[BH3-]C#N.[Na+]. The catalyst class is: 467. Product: [CH3:2][O:3][C:4](=[O:23])/[CH:5]=[CH:6]/[C:7]1[CH:8]=[CH:9][C:10]2[O:20][C:14]3([CH2:19][CH2:18][N:17]([CH2:33][CH2:32][C:26]4[CH:31]=[CH:30][CH:29]=[CH:28][CH:27]=4)[CH2:16][CH2:15]3)[NH:13][C:12](=[O:21])[C:11]=2[CH:22]=1. (8) Reactant: C(N(CC)CC)C.Cl[C:9]1[CH:16]=[CH:15][C:12]([C:13]#[N:14])=[CH:11][N:10]=1.[NH:17]1[CH2:22][CH2:21][CH2:20][C@@H:19]([NH:23][C:24]2[CH:29]=[CH:28][N:27]=[C:26]([C:30]3[N:34]4[CH:35]=[C:36]([C:39]#[N:40])[CH:37]=[CH:38][C:33]4=[N:32][CH:31]=3)[N:25]=2)[CH2:18]1. Product: [C:13]([C:12]1[CH:15]=[CH:16][C:9]([N:17]2[CH2:22][CH2:21][CH2:20][C@@H:19]([NH:23][C:24]3[CH:29]=[CH:28][N:27]=[C:26]([C:30]4[N:34]5[CH:35]=[C:36]([C:39]#[N:40])[CH:37]=[CH:38][C:33]5=[N:32][CH:31]=4)[N:25]=3)[CH2:18]2)=[N:10][CH:11]=1)#[N:14]. The catalyst class is: 646.